This data is from Catalyst prediction with 721,799 reactions and 888 catalyst types from USPTO. The task is: Predict which catalyst facilitates the given reaction. Reactant: CC([O-])(C)C.[K+].[S:7]1[CH:11]=[CH:10][C:9]2[CH:12]=[CH:13][CH:14]=[CH:15][C:8]1=2.[SiH:16]([CH2:21][CH3:22])([CH2:19][CH3:20])[CH2:17][CH3:18]. Product: [S:7]1[C:11]([Si:16]([CH2:21][CH3:22])([CH2:19][CH3:20])[CH2:17][CH3:18])=[CH:10][C:9]2[CH:12]=[CH:13][CH:14]=[CH:15][C:8]1=2. The catalyst class is: 1.